From a dataset of Full USPTO retrosynthesis dataset with 1.9M reactions from patents (1976-2016). Predict the reactants needed to synthesize the given product. (1) Given the product [Cl:8][C:7]1[N:3]2[C:4]([C:9](=[O:11])[NH:22][C:20]([CH3:21])=[N:2]2)=[CH:5][CH:6]=1, predict the reactants needed to synthesize it. The reactants are: Cl.[NH2:2][N:3]1[C:7]([Cl:8])=[CH:6][CH:5]=[C:4]1[C:9]([O:11]C)=O.Cl.O1CCOCC1.[C:20](#[N:22])[CH3:21]. (2) Given the product [NH:13]1[CH:14]=[CH:15][N:16]=[C:12]1[C:10]([NH:9][C@@H:7]([CH3:8])[C:6]([OH:17])=[O:5])=[O:11], predict the reactants needed to synthesize it. The reactants are: C([O:5][C:6](=[O:17])[C@@H:7]([NH:9][C:10]([C:12]1[NH:13][CH:14]=[CH:15][N:16]=1)=[O:11])[CH3:8])(C)(C)C.FC(F)(F)C(O)=O.C1(C)C=CC=CC=1. (3) Given the product [CH3:1][O:2][C:3]1[CH:4]=[C:5]([CH:25]2[CH2:26][CH2:27][N:28]([CH3:31])[CH2:29][CH2:30]2)[CH:6]=[C:7]2[C:11]=1[C:10](=[O:12])[N:9]([CH2:13][C:14]1[CH:15]=[CH:16][C:17]([O:20][C:21]([F:22])([F:23])[F:24])=[CH:18][CH:19]=1)[CH2:8]2, predict the reactants needed to synthesize it. The reactants are: [CH3:1][O:2][C:3]1[CH:4]=[C:5]([C:25]2[CH2:26][CH2:27][N:28]([CH3:31])[CH2:29][CH:30]=2)[CH:6]=[C:7]2[C:11]=1[C:10](=[O:12])[N:9]([CH2:13][C:14]1[CH:19]=[CH:18][C:17]([O:20][C:21]([F:24])([F:23])[F:22])=[CH:16][CH:15]=1)[CH2:8]2.[H][H]. (4) Given the product [F:26][C:24]1[C:17]2[N:18]([CH3:23])[C:19](=[O:22])[O:20][CH2:21][C:16]=2[CH:15]=[C:14]([N:10]2[CH2:9][C@H:8]([CH2:7][NH:6][C:2](=[O:3])[O:4][CH3:5])[O:12][C:11]2=[O:13])[CH:25]=1, predict the reactants needed to synthesize it. The reactants are: Cl[C:2]([O:4][CH3:5])=[O:3].[NH2:6][CH2:7][C@@H:8]1[O:12][C:11](=[O:13])[N:10]([C:14]2[CH:25]=[C:24]([F:26])[C:17]3[N:18]([CH3:23])[C:19](=[O:22])[O:20][CH2:21][C:16]=3[CH:15]=2)[CH2:9]1.C(N(CC)C(C)C)(C)C.